Dataset: Forward reaction prediction with 1.9M reactions from USPTO patents (1976-2016). Task: Predict the product of the given reaction. Given the reactants C[Mg]Br.[C:4]([NH:8][C:9]([C:11]1[CH:15]=[C:14]([C:16]2[CH:21]=[CH:20][C:19]([CH:22]=[O:23])=[CH:18][N:17]=2)[N:13]([C:24]2[CH:25]=[N:26][CH:27]=[CH:28][CH:29]=2)[N:12]=1)=[O:10])([CH3:7])([CH3:6])[CH3:5].O.[CH:31](Cl)(Cl)Cl, predict the reaction product. The product is: [C:4]([NH:8][C:9]([C:11]1[CH:15]=[C:14]([C:16]2[CH:21]=[CH:20][C:19]([CH:22]([OH:23])[CH3:31])=[CH:18][N:17]=2)[N:13]([C:24]2[CH:25]=[N:26][CH:27]=[CH:28][CH:29]=2)[N:12]=1)=[O:10])([CH3:7])([CH3:5])[CH3:6].